From a dataset of NCI-60 drug combinations with 297,098 pairs across 59 cell lines. Regression. Given two drug SMILES strings and cell line genomic features, predict the synergy score measuring deviation from expected non-interaction effect. (1) Drug 1: CC1CC2C3CCC4=CC(=O)C=CC4(C3(C(CC2(C1(C(=O)CO)O)C)O)F)C. Drug 2: CC(C)(C#N)C1=CC=C(C=C1)N2C3=C4C=C(C=CC4=NC=C3N(C2=O)C)C5=CC6=CC=CC=C6N=C5. Cell line: T-47D. Synergy scores: CSS=52.4, Synergy_ZIP=11.3, Synergy_Bliss=8.99, Synergy_Loewe=-22.8, Synergy_HSA=7.51. (2) Drug 1: CC(C1=C(C=CC(=C1Cl)F)Cl)OC2=C(N=CC(=C2)C3=CN(N=C3)C4CCNCC4)N. Drug 2: COC1=C(C=C2C(=C1)N=CN=C2NC3=CC(=C(C=C3)F)Cl)OCCCN4CCOCC4. Cell line: NCI-H460. Synergy scores: CSS=42.8, Synergy_ZIP=1.63, Synergy_Bliss=11.3, Synergy_Loewe=12.4, Synergy_HSA=12.8. (3) Drug 1: CCN(CC)CCNC(=O)C1=C(NC(=C1C)C=C2C3=C(C=CC(=C3)F)NC2=O)C. Drug 2: COC1=C2C(=CC3=C1OC=C3)C=CC(=O)O2. Cell line: A549. Synergy scores: CSS=-4.15, Synergy_ZIP=1.65, Synergy_Bliss=-1.65, Synergy_Loewe=-2.55, Synergy_HSA=-5.35. (4) Drug 1: C1=NC2=C(N1)C(=S)N=CN2. Drug 2: CC1CCC2CC(C(=CC=CC=CC(CC(C(=O)C(C(C(=CC(C(=O)CC(OC(=O)C3CCCCN3C(=O)C(=O)C1(O2)O)C(C)CC4CCC(C(C4)OC)O)C)C)O)OC)C)C)C)OC. Cell line: HT29. Synergy scores: CSS=25.0, Synergy_ZIP=-7.12, Synergy_Bliss=-1.77, Synergy_Loewe=-53.4, Synergy_HSA=-0.114. (5) Drug 1: CC1=C2C(C(=O)C3(C(CC4C(C3C(C(C2(C)C)(CC1OC(=O)C(C(C5=CC=CC=C5)NC(=O)OC(C)(C)C)O)O)OC(=O)C6=CC=CC=C6)(CO4)OC(=O)C)OC)C)OC. Drug 2: N.N.Cl[Pt+2]Cl. Cell line: BT-549. Synergy scores: CSS=64.0, Synergy_ZIP=11.1, Synergy_Bliss=9.63, Synergy_Loewe=-21.5, Synergy_HSA=9.29. (6) Drug 1: C1CNP(=O)(OC1)N(CCCl)CCCl. Drug 2: CC1C(C(CC(O1)OC2CC(CC3=C2C(=C4C(=C3O)C(=O)C5=CC=CC=C5C4=O)O)(C(=O)C)O)N)O. Cell line: TK-10. Synergy scores: CSS=40.9, Synergy_ZIP=-1.58, Synergy_Bliss=-1.27, Synergy_Loewe=-25.6, Synergy_HSA=-0.488. (7) Drug 1: CN1CCC(CC1)COC2=C(C=C3C(=C2)N=CN=C3NC4=C(C=C(C=C4)Br)F)OC. Drug 2: CC1=C(C=C(C=C1)NC(=O)C2=CC=C(C=C2)CN3CCN(CC3)C)NC4=NC=CC(=N4)C5=CN=CC=C5. Cell line: CAKI-1. Synergy scores: CSS=34.6, Synergy_ZIP=2.00, Synergy_Bliss=5.06, Synergy_Loewe=-29.3, Synergy_HSA=-0.160. (8) Drug 1: CN(C)N=NC1=C(NC=N1)C(=O)N. Drug 2: CC=C1C(=O)NC(C(=O)OC2CC(=O)NC(C(=O)NC(CSSCCC=C2)C(=O)N1)C(C)C)C(C)C. Cell line: SW-620. Synergy scores: CSS=36.2, Synergy_ZIP=9.73, Synergy_Bliss=5.86, Synergy_Loewe=-45.5, Synergy_HSA=1.63. (9) Drug 1: CC1CCC2CC(C(=CC=CC=CC(CC(C(=O)C(C(C(=CC(C(=O)CC(OC(=O)C3CCCCN3C(=O)C(=O)C1(O2)O)C(C)CC4CCC(C(C4)OC)OCCO)C)C)O)OC)C)C)C)OC. Drug 2: C1C(C(OC1N2C=NC(=NC2=O)N)CO)O. Cell line: M14. Synergy scores: CSS=21.3, Synergy_ZIP=-1.50, Synergy_Bliss=-1.26, Synergy_Loewe=-12.3, Synergy_HSA=-0.197. (10) Drug 1: C1C(C(OC1N2C=C(C(=O)NC2=O)F)CO)O. Drug 2: C1=CC=C(C(=C1)C(C2=CC=C(C=C2)Cl)C(Cl)Cl)Cl. Cell line: SR. Synergy scores: CSS=53.1, Synergy_ZIP=2.37, Synergy_Bliss=2.83, Synergy_Loewe=-35.4, Synergy_HSA=1.07.